Dataset: Peptide-MHC class I binding affinity with 185,985 pairs from IEDB/IMGT. Task: Regression. Given a peptide amino acid sequence and an MHC pseudo amino acid sequence, predict their binding affinity value. This is MHC class I binding data. (1) The peptide sequence is FRAAVRAHF. The MHC is HLA-A69:01 with pseudo-sequence HLA-A69:01. The binding affinity (normalized) is 0.0847. (2) The peptide sequence is FALLSLDQI. The MHC is H-2-Db with pseudo-sequence H-2-Db. The binding affinity (normalized) is 0.761. (3) The peptide sequence is GEKSRCYSLY. The MHC is HLA-A30:02 with pseudo-sequence HLA-A30:02. The binding affinity (normalized) is 0.388. (4) The peptide sequence is AAFEDLRLL. The MHC is HLA-A02:01 with pseudo-sequence HLA-A02:01. The binding affinity (normalized) is 0.108. (5) The peptide sequence is AAKKKGASL. The MHC is HLA-B58:01 with pseudo-sequence HLA-B58:01. The binding affinity (normalized) is 0.0847. (6) The peptide sequence is WTDLFDNKV. The MHC is HLA-A02:03 with pseudo-sequence HLA-A02:03. The binding affinity (normalized) is 0.0847. (7) The peptide sequence is VDFKTPGTY. The MHC is HLA-A68:02 with pseudo-sequence HLA-A68:02. The binding affinity (normalized) is 0.0847. (8) The peptide sequence is KYRLKHIVW. The MHC is HLA-A33:01 with pseudo-sequence HLA-A33:01. The binding affinity (normalized) is 0.